Predict the reactants needed to synthesize the given product. From a dataset of Full USPTO retrosynthesis dataset with 1.9M reactions from patents (1976-2016). (1) Given the product [NH2:8][C@H:9]([C:11]([NH:13][CH:14]1[N:20]=[C:19]([C:21]2[CH:26]=[CH:25][CH:24]=[CH:23][CH:22]=2)[C:18]2[CH:27]=[CH:28][CH:29]=[CH:30][C:17]=2[N:16]([CH2:31][C:32](=[O:39])[C:33]2[CH:38]=[CH:37][CH:36]=[CH:35][CH:34]=2)[C:15]1=[O:40])=[O:12])[CH3:10], predict the reactants needed to synthesize it. The reactants are: C(OC([NH:8][C@H:9]([C:11]([NH:13][CH:14]1[N:20]=[C:19]([C:21]2[CH:26]=[CH:25][CH:24]=[CH:23][CH:22]=2)[C:18]2[CH:27]=[CH:28][CH:29]=[CH:30][C:17]=2[N:16]([CH2:31][C:32](=[O:39])[C:33]2[CH:38]=[CH:37][CH:36]=[CH:35][CH:34]=2)[C:15]1=[O:40])=[O:12])[CH3:10])=O)(C)(C)C.[Cl-]. (2) Given the product [CH3:42][O:43][CH2:44][C:45]1[N:46]=[C:47]([CH2:50][N:51]2[N:55]=[C:54]([NH:56][C:9]([C:7]3[N:8]=[C:4]([CH3:3])[O:5][C:6]=3[C:12]3[CH:13]=[C:14]([CH3:18])[CH:15]=[CH:16][CH:17]=3)=[O:11])[CH:53]=[N:52]2)[O:48][CH:49]=1, predict the reactants needed to synthesize it. The reactants are: N#N.[CH3:3][C:4]1[O:5][C:6]([C:12]2[CH:13]=[C:14]([CH3:18])[CH:15]=[CH:16][CH:17]=2)=[C:7]([C:9]([OH:11])=O)[N:8]=1.C1C=CC2N(O)N=NC=2C=1.C(Cl)CCl.CCN(C(C)C)C(C)C.[CH3:42][O:43][CH2:44][C:45]1[N:46]=[C:47]([CH2:50][N:51]2[N:55]=[C:54]([NH2:56])[CH:53]=[N:52]2)[O:48][CH:49]=1. (3) Given the product [C:1]([B-:3]([C:8]#[N:9])([C:6]#[N:7])[C:4]#[N:5])#[N:2].[CH2:18]([N+:15]1[CH:16]=[CH:17][N:13]([CH3:12])[CH:14]=1)[CH2:19][CH2:20][CH2:21][CH2:22][CH2:23][CH2:24][CH3:25], predict the reactants needed to synthesize it. The reactants are: [C:1]([B-:3]([C:8]#[N:9])([C:6]#[N:7])[C:4]#[N:5])#[N:2].[K+].[Cl-].[CH3:12][N:13]1[CH:17]=[CH:16][N+:15]([CH2:18][CH2:19][CH2:20][CH2:21][CH2:22][CH2:23][CH2:24][CH3:25])=[CH:14]1. (4) The reactants are: [O-]CC.[Na+].[C:5]([NH:8][CH:9]([C:15]([O:17][CH2:18][CH3:19])=[O:16])[C:10]([O:12][CH2:13][CH3:14])=[O:11])(=[O:7])[CH3:6].[CH3:20][C:21]([N+:27]([O-:29])=[O:28])([CH3:26])[CH2:22][CH2:23][CH2:24]I. Given the product [C:5]([NH:8][C:9]([CH2:24][CH2:23][CH2:22][C:21]([CH3:26])([N+:27]([O-:29])=[O:28])[CH3:20])([C:15]([O:17][CH2:18][CH3:19])=[O:16])[C:10]([O:12][CH2:13][CH3:14])=[O:11])(=[O:7])[CH3:6], predict the reactants needed to synthesize it.